This data is from Forward reaction prediction with 1.9M reactions from USPTO patents (1976-2016). The task is: Predict the product of the given reaction. (1) Given the reactants [N:1]1[C:10]2[C:5](=[CH:6][C:7]([C:11]([OH:13])=[O:12])=[CH:8][CH:9]=2)[CH:4]=[CH:3][CH:2]=1.O1CCO[CH2:16][CH2:15]1.Cl, predict the reaction product. The product is: [N:1]1[C:10]2[C:5](=[CH:6][C:7]([C:11]([O:13][CH2:15][CH3:16])=[O:12])=[CH:8][CH:9]=2)[CH:4]=[CH:3][CH:2]=1. (2) Given the reactants [Cl-].[CH2:2]([C:4]1[CH:25]=[CH:24][C:7]([NH:8][C:9]2[C:10]([NH2+:15][C:16]3[CH:21]=[CH:20][C:19]([CH2:22][CH3:23])=[CH:18][CH:17]=3)=[N:11][CH:12]=[CH:13][N:14]=2)=[CH:6][CH:5]=1)[CH3:3].[CH:26](OCC)(OCC)[O:27][CH2:28][CH3:29], predict the reaction product. The product is: [CH2:28]([O:27][CH:26]1[N:15]([C:16]2[CH:21]=[CH:20][C:19]([CH2:22][CH3:23])=[CH:18][CH:17]=2)[C:10]2=[N:11][CH:12]=[CH:13][N:14]=[C:9]2[N:8]1[C:7]1[CH:24]=[CH:25][C:4]([CH2:2][CH3:3])=[CH:5][CH:6]=1)[CH3:29]. (3) Given the reactants [NH2:1][CH2:2][C@@H:3]1[C@H:8]([CH3:9])[CH2:7][CH2:6][CH2:5][N:4]1[C:10]([C:12]1[N:13]=[C:14]([CH3:24])[S:15][C:16]=1[C:17]1[CH:22]=[CH:21][C:20]([F:23])=[CH:19][CH:18]=1)=[O:11].Cl[C:26]1[CH:31]=[CH:30][C:29]([C:32]([F:35])([F:34])[F:33])=[CH:28][N:27]=1.C([O-])([O-])=O.[K+].[K+], predict the reaction product. The product is: [F:23][C:20]1[CH:19]=[CH:18][C:17]([C:16]2[S:15][C:14]([CH3:24])=[N:13][C:12]=2[C:10]([N:4]2[CH2:5][CH2:6][CH2:7][C@@H:8]([CH3:9])[C@H:3]2[CH2:2][NH:1][C:26]2[CH:31]=[CH:30][C:29]([C:32]([F:35])([F:34])[F:33])=[CH:28][N:27]=2)=[O:11])=[CH:22][CH:21]=1. (4) The product is: [Cl:1][C:2]1[N:7]=[CH:6][C:5]([NH:8][CH3:9])=[C:4]([C:35]2[CH:34]=[CH:33][CH:32]=[CH:31][C:30]=2[CH3:36])[CH:3]=1. Given the reactants [Cl:1][C:2]1[N:7]=[CH:6][C:5]([NH:8][CH3:9])=[C:4](I)[CH:3]=1.C([O-])([O-])=O.[Na+].[Na+].[CH:30]1[CH:35]=[CH:34][C:33](P([C:30]2[CH:35]=[CH:34][CH:33]=[CH:32][CH:31]=2)[C:30]2[CH:35]=[CH:34][CH:33]=[CH:32][CH:31]=2)=[CH:32][CH:31]=1.[CH3:36]COC(C)=O, predict the reaction product. (5) Given the reactants [CH3:1][C:2]1([CH3:16])[CH2:11][CH2:10][C:9]2[C:4](=[CH:5][C:6]([N+:12]([O-])=O)=[CH:7][CH:8]=2)[C:3]1=[O:15].[Cl-].[NH4+].[Br:19]Br.C(=O)([O-])O.[Na+], predict the reaction product. The product is: [NH2:12][C:6]1[C:5]([Br:19])=[C:4]2[C:9]([CH2:10][CH2:11][C:2]([CH3:16])([CH3:1])[C:3]2=[O:15])=[CH:8][CH:7]=1.